Dataset: Full USPTO retrosynthesis dataset with 1.9M reactions from patents (1976-2016). Task: Predict the reactants needed to synthesize the given product. (1) Given the product [C:9]([O:12][C@@H:13]([CH2:17][CH2:18][O:19][CH3:20])[C:14]([NH:8][C:5]1[CH:4]=[CH:3][C:2]([CH3:1])=[CH:7][N:6]=1)=[O:15])(=[O:11])[CH3:10], predict the reactants needed to synthesize it. The reactants are: [CH3:1][C:2]1[CH:3]=[CH:4][C:5]([NH2:8])=[N:6][CH:7]=1.[C:9]([O:12][C@@H:13]([CH2:17][CH2:18][O:19][CH3:20])[C:14](O)=[O:15])(=[O:11])[CH3:10].O.[Cl-].COC1N=C(OC)N=C([N+]2(C)CCOCC2)N=1. (2) Given the product [CH3:1][C:2]([CH3:35])([CH3:34])[C:3]([C:5]1[C:13]2[C:8](=[N:9][CH:10]=[C:11]([C:14]3[CH:19]=[CH:18][CH:17]=[C:16]([N:20]4[CH2:25][CH2:24][S:23](=[O:44])[CH2:22][CH2:21]4)[CH:15]=3)[N:12]=2)[NH:7][CH:6]=1)=[O:4], predict the reactants needed to synthesize it. The reactants are: [CH3:1][C:2]([CH3:35])([CH3:34])[C:3]([C:5]1[C:13]2[C:8](=[N:9][CH:10]=[C:11]([C:14]3[CH:19]=[CH:18][CH:17]=[C:16]([N:20]4[CH2:25][CH2:24][S:23][CH2:22][CH2:21]4)[CH:15]=3)[N:12]=2)[N:7](COCC[Si](C)(C)C)[CH:6]=1)=[O:4].ClC1C=CC=C(C(OO)=[O:44])C=1. (3) Given the product [CH3:32][N:33]([C:4](=[O:3])[CH2:5][S:6][C:7]1[N:8]([C:24]2[CH:25]=[CH:26][C:27]([F:30])=[CH:28][CH:29]=2)[C:9](=[O:23])[C:10]2[C:15]([C:16]3[CH:21]=[CH:20][C:19]([F:22])=[CH:18][CH:17]=3)=[CH:14][S:13][C:11]=2[N:12]=1)[NH2:34].[CH3:32][NH:33][NH:34][C:4](=[O:31])[CH2:5][S:6][C:7]1[N:8]([C:24]2[CH:29]=[CH:28][C:27]([F:30])=[CH:26][CH:25]=2)[C:9](=[O:23])[C:10]2[C:15]([C:16]3[CH:21]=[CH:20][C:19]([F:22])=[CH:18][CH:17]=3)=[CH:14][S:13][C:11]=2[N:12]=1, predict the reactants needed to synthesize it. The reactants are: C([O:3][C:4](=[O:31])[CH2:5][S:6][C:7]1[N:8]([C:24]2[CH:29]=[CH:28][C:27]([F:30])=[CH:26][CH:25]=2)[C:9](=[O:23])[C:10]2[C:15]([C:16]3[CH:21]=[CH:20][C:19]([F:22])=[CH:18][CH:17]=3)=[CH:14][S:13][C:11]=2[N:12]=1)C.[CH3:32][NH:33][NH2:34]. (4) Given the product [F:14][C:11]([F:12])([F:13])[C:9]1[CH:8]=[CH:7][C:6]2[N:5]([N:4]=[C:3]([C:15]3[CH:16]=[CH:17][C:18]([C:21]([F:22])([F:24])[F:23])=[CH:19][CH:20]=3)[C:2]=2[C:31]2[CH:30]=[CH:29][N:28]=[C:27]([S:26][CH3:25])[N:32]=2)[CH:10]=1, predict the reactants needed to synthesize it. The reactants are: Br[C:2]1[C:3]([C:15]2[CH:20]=[CH:19][C:18]([C:21]([F:24])([F:23])[F:22])=[CH:17][CH:16]=2)=[N:4][N:5]2[CH:10]=[C:9]([C:11]([F:14])([F:13])[F:12])[CH:8]=[CH:7][C:6]=12.[CH3:25][S:26][C:27]1[N:32]=[C:31]([Sn](CCCC)(CCCC)CCCC)[CH:30]=[CH:29][N:28]=1. (5) The reactants are: [CH3:1][O:2][C:3]1[CH:8]=[CH:7][C:6]([C@@H:9]2[C@@H:14]([O:15][CH:16](CCCOC)[C:17]3[CH:18]=[CH:19][C:20]4[O:25][CH2:24][CH2:23][NH:22][C:21]=4[CH:26]=3)[CH2:13][N:12]([S:32]([C:35]3[CH:40]=[CH:39][C:38]([CH3:41])=[CH:37][CH:36]=3)(=[O:34])=[O:33])[C@H:11]([CH2:42][C:43]([CH3:48])([CH3:47])[C:44](O)=[O:45])[CH2:10]2)=[CH:5][CH:4]=1.[CH3:49][NH2:50]. Given the product [CH3:1][O:2][C:3]1[CH:8]=[CH:7][C:6]([C@@H:9]2[C@@H:14]([O:15][CH2:16][C:17]3[CH:18]=[CH:19][C:20]4[O:25][CH2:24][CH2:23][N:22]([CH2:5][CH2:4][CH2:3][O:2][CH3:1])[C:21]=4[CH:26]=3)[CH2:13][N:12]([S:32]([C:35]3[CH:40]=[CH:39][C:38]([CH3:41])=[CH:37][CH:36]=3)(=[O:33])=[O:34])[C@H:11]([CH2:42][C:43]([CH3:47])([CH3:48])[C:44]([NH:50][CH3:49])=[O:45])[CH2:10]2)=[CH:5][CH:4]=1, predict the reactants needed to synthesize it. (6) Given the product [Br:1][C:2]1[CH:7]=[CH:6][N:5]([CH2:8][CH2:9][CH:11]([CH3:10])[CH3:14])[C:4](=[O:12])[CH:3]=1, predict the reactants needed to synthesize it. The reactants are: [Br:1][C:2]1[CH:7]=[CH:6][N:5]([CH2:8][CH:9]2[CH2:11][CH2:10]2)[C:4](=[O:12])[CH:3]=1.O[C:14]1C=CN(CCC(C)C)C(=O)C=1.C1(CN2C=CC(O)=CC2=O)CC1.C(OC1C=CNC(=O)C=1)C1C=CC=CC=1.BrCCC(C)C. (7) The reactants are: [Cl:1][C:2]1[C:3]([O:12][C:13]2[CH:18]=[C:17]([O:19][CH:20]([CH3:22])[CH3:21])[CH:16]=[CH:15][C:14]=2[CH2:23][CH2:24][CH2:25][OH:26])=[N:4][CH:5]=[C:6]([C:8]([F:11])([F:10])[F:9])[CH:7]=1.O[C:28]1[CH:32]=[C:31]([CH2:33][CH2:34][C:35]([O:37]CC)=[O:36])[N:30]([C:40]2[CH:45]=[CH:44][CH:43]=[CH:42][CH:41]=2)[N:29]=1.C(P(CCCC)CCCC)CCC.N(C(N1CCCCC1)=O)=NC(N1CCCCC1)=O.O1CCCC1CO.[OH-].[Na+].Cl. Given the product [Cl:1][C:2]1[C:3]([O:12][C:13]2[CH:18]=[C:17]([O:19][CH:20]([CH3:21])[CH3:22])[CH:16]=[CH:15][C:14]=2[CH2:23][CH2:24][CH2:25][O:26][C:28]2[CH:32]=[C:31]([CH2:33][CH2:34][C:35]([OH:37])=[O:36])[N:30]([C:40]3[CH:45]=[CH:44][CH:43]=[CH:42][CH:41]=3)[N:29]=2)=[N:4][CH:5]=[C:6]([C:8]([F:11])([F:10])[F:9])[CH:7]=1, predict the reactants needed to synthesize it. (8) Given the product [F:22][C:6]([C:23]1[CH:24]=[C:25]([NH:29][C:2]([NH2:1])=[O:3])[CH:26]=[CH:27][CH:28]=1)([F:5])[CH2:7][O:8][C:9]1[CH:14]=[CH:13][CH:12]=[C:11]([CH2:15][C:16]2([CH3:21])[O:17][CH2:18][CH2:19][O:20]2)[CH:10]=1, predict the reactants needed to synthesize it. The reactants are: [N-:1]=[C:2]=[O:3].[K+].[F:5][C:6]([C:23]1[CH:24]=[C:25]([NH2:29])[CH:26]=[CH:27][CH:28]=1)([F:22])[CH2:7][O:8][C:9]1[CH:14]=[CH:13][CH:12]=[C:11]([CH2:15][C:16]2([CH3:21])[O:20][CH2:19][CH2:18][O:17]2)[CH:10]=1. (9) Given the product [Br:1][C:2]1[NH:3][C:4]2[CH:10]=[C:9]([Br:11])[C:8]([Br:12])=[C:7]([N+:13]([O-:15])=[O:14])[C:5]=2[N:6]=1, predict the reactants needed to synthesize it. The reactants are: [Br:1][C:2]1[NH:6][C:5]2[CH:7]=[C:8]([Br:12])[C:9]([Br:11])=[CH:10][C:4]=2[N:3]=1.[N+:13]([O-])([O-:15])=[O:14].[K+]. (10) Given the product [CH:2]1([NH:8][C:9]2[C:10]3[CH:27]=[N:26][N:25]([CH2:28][CH3:29])[C:11]=3[N:12]=[CH:13][C:14]=2[C:15]2[CH2:19][C:18]3([CH2:24][CH2:23][N:22]([C:37](=[O:42])[C:38]([CH3:41])([CH3:40])[CH3:39])[CH2:21][CH2:20]3)[O:17][N:16]=2)[CH2:3][CH2:4][CH2:5][CH2:6][CH2:7]1, predict the reactants needed to synthesize it. The reactants are: Cl.[CH:2]1([NH:8][C:9]2[C:10]3[CH:27]=[N:26][N:25]([CH2:28][CH3:29])[C:11]=3[N:12]=[CH:13][C:14]=2[C:15]2[CH2:19][C:18]3([CH2:24][CH2:23][NH:22][CH2:21][CH2:20]3)[O:17][N:16]=2)[CH2:7][CH2:6][CH2:5][CH2:4][CH2:3]1.C(N(CC)CC)C.[C:37](Cl)(=[O:42])[C:38]([CH3:41])([CH3:40])[CH3:39].